This data is from Full USPTO retrosynthesis dataset with 1.9M reactions from patents (1976-2016). The task is: Predict the reactants needed to synthesize the given product. (1) Given the product [CH3:20][Si:19]([CH3:22])([CH3:21])[CH2:18][CH2:17][O:16][CH2:15][N:6]1[C:7]2[CH:12]=[N:11][C:10]([C:13]#[N:14])=[CH:9][C:8]=2[C:4]2[CH:3]=[CH:2][CH:24]=[N:23][C:5]1=2, predict the reactants needed to synthesize it. The reactants are: Br[C:2]1[CH:24]=[N:23][C:5]2[N:6]([CH2:15][O:16][CH2:17][CH2:18][Si:19]([CH3:22])([CH3:21])[CH3:20])[C:7]3[CH:12]=[N:11][C:10]([C:13]#[N:14])=[CH:9][C:8]=3[C:4]=2[CH:3]=1.C([O-])=O.[NH4+]. (2) The reactants are: C(O[C:6]([NH:8][C@@H:9]([CH:13]1[CH2:18][CH2:17][CH2:16][CH2:15][CH2:14]1)[C:10]([OH:12])=O)=[O:7])(C)(C)C.C(OC(NC(C(C)(C)C)C(O)=O)=O)(C)(C)C.[NH2:35][C@H:36]1[C:44]2[C:39](=[CH:40][CH:41]=[CH:42][CH:43]=2)[CH2:38][C@H:37]1[OH:45].C(OC(=O)NC(C(=O)NC1C2C(=CC=CC=2)CC1O)C(C)(C)C)(C)(C)C.ClNC(=O)[O-].C([O:79][C:80]([C:82]1([NH:87][C:88]([CH:90]2[CH2:94][CH:93]([O:95][C:96]3[C:105]4[C:100](=[CH:101][C:102]([O:106][CH3:107])=[CH:103][CH:104]=4)[N:99]=[C:98]([C:108]4[CH:113]=[CH:112][CH:111]=[CH:110][CH:109]=4)[CH:97]=3)[CH2:92][N:91]2C(=O)NC(C(=O)NC2C3C(=CC=CC=3)CC2O)C(C)(C)C)=[O:89])[CH2:84][CH:83]1[CH:85]=[CH2:86])=[O:81])C. Given the product [CH:13]1([C@H:9]([NH:8][C:6]([N:91]2[CH2:92][C@H:93]([O:95][C:96]3[C:105]4[C:100](=[CH:101][C:102]([O:106][CH3:107])=[CH:103][CH:104]=4)[N:99]=[C:98]([C:108]4[CH:113]=[CH:112][CH:111]=[CH:110][CH:109]=4)[CH:97]=3)[CH2:94][C@H:90]2[C:88]([NH:87][C@:82]2([C:80]([OH:81])=[O:79])[CH2:84][C@H:83]2[CH:85]=[CH2:86])=[O:89])=[O:7])[C:10](=[O:12])[NH:35][C@H:36]2[C:44]3[C:39](=[CH:40][CH:41]=[CH:42][CH:43]=3)[CH2:38][C@H:37]2[OH:45])[CH2:14][CH2:15][CH2:16][CH2:17][CH2:18]1, predict the reactants needed to synthesize it. (3) Given the product [Cl:1][C:2]1[C:7]([Cl:8])=[C:6]([S:9](=[O:19])(=[O:18])[NH:10][C@@H:11]([CH2:16][CH3:17])[C:12]([F:13])([F:14])[F:15])[CH:5]=[CH:4][C:3]=1[C:20]1[S:24][C:23]([C:25]2[O:29][C:28]([CH2:30][C:31]([CH3:36])([CH3:35])[C:32]([NH2:49])=[O:33])=[N:27][N:26]=2)=[N:22][C:21]=1[C:37]([N:39]1[CH2:44][CH2:43][CH:42]([F:45])[CH2:41][CH2:40]1)=[O:38], predict the reactants needed to synthesize it. The reactants are: [Cl:1][C:2]1[C:7]([Cl:8])=[C:6]([S:9](=[O:19])(=[O:18])[NH:10][C@@H:11]([CH2:16][CH3:17])[C:12]([F:15])([F:14])[F:13])[CH:5]=[CH:4][C:3]=1[C:20]1[S:24][C:23]([C:25]2[O:29][C:28]([CH2:30][C:31]([CH3:36])([CH3:35])[C:32](O)=[O:33])=[N:27][N:26]=2)=[N:22][C:21]=1[C:37]([N:39]1[CH2:44][CH2:43][CH:42]([F:45])[CH2:41][CH2:40]1)=[O:38].[NH4+].[Cl-].C[N:49](C(ON1N=NC2C=CC=NC1=2)=[N+](C)C)C.F[P-](F)(F)(F)(F)F.O. (4) Given the product [N+:9]([C:5]1[CH:4]=[C:3]([CH:8]=[CH:7][CH:6]=1)[CH2:2][O:12][CH2:13][CH2:14][O:15][CH2:16][CH2:17][NH:18][C:19](=[O:25])[O:20][C:21]([CH3:23])([CH3:22])[CH3:24])([O-:11])=[O:10], predict the reactants needed to synthesize it. The reactants are: Br[CH2:2][C:3]1[CH:8]=[CH:7][CH:6]=[C:5]([N+:9]([O-:11])=[O:10])[CH:4]=1.[OH:12][CH2:13][CH2:14][O:15][CH2:16][CH2:17][NH:18][C:19](=[O:25])[O:20][C:21]([CH3:24])([CH3:23])[CH3:22].[OH-].[K+].O.